This data is from Catalyst prediction with 721,799 reactions and 888 catalyst types from USPTO. The task is: Predict which catalyst facilitates the given reaction. (1) Reactant: [F:1][C:2]1[CH:3]=[C:4]([N:8]2[C:12]3([CH2:17][CH2:16][N:15](C(OCC4C=CC=CC=4)=O)[C@@H:14]([CH3:28])[CH2:13]3)[CH2:11][NH:10][S:9]2(=[O:30])=[O:29])[CH:5]=[CH:6][CH:7]=1. Product: [F:1][C:2]1[CH:3]=[C:4]([N:8]2[C:12]3([CH2:17][CH2:16][NH:15][C@@H:14]([CH3:28])[CH2:13]3)[CH2:11][NH:10][S:9]2(=[O:30])=[O:29])[CH:5]=[CH:6][CH:7]=1. The catalyst class is: 293. (2) Reactant: [C:1]([O:5][C:6]([C:8]1[C:9]([C:13](O)=[O:14])=[CH:10][S:11][CH:12]=1)=[O:7])([CH3:4])([CH3:3])[CH3:2].C1N=CN(C(N2C=NC=C2)=O)C=1.[BH4-].[Na+].Cl. Product: [OH:14][CH2:13][C:9]1[C:8]([C:6]([O:5][C:1]([CH3:4])([CH3:3])[CH3:2])=[O:7])=[CH:12][S:11][CH:10]=1. The catalyst class is: 20. (3) Reactant: [Cl:1][C:2]1[CH:7]=[CH:6][C:5]([C:8]2[C:12]([C:13](OCC)=[O:14])=[CH:11][O:10][N:9]=2)=[CH:4][C:3]=1[F:18].[H-].C([Al+]CC(C)C)C(C)C.Cl. Product: [Cl:1][C:2]1[CH:7]=[CH:6][C:5]([C:8]2[C:12]([CH2:13][OH:14])=[CH:11][O:10][N:9]=2)=[CH:4][C:3]=1[F:18]. The catalyst class is: 7. (4) Reactant: [CH2:1]([C@@H:4]1[C:9](=[O:10])[NH:8][C:7]2[CH:11]=[CH:12][CH:13]=[N:14][C:6]=2[NH:5]1)[C:2]#[CH:3].[C:15]1([CH3:25])[CH:20]=[CH:19][C:18]([S:21](Cl)(=[O:23])=[O:22])=[CH:17][CH:16]=1.CCOC(C)=O. Product: [CH2:1]([C@@H:4]1[C:9](=[O:10])[NH:8][C:7]2[CH:11]=[CH:12][CH:13]=[N:14][C:6]=2[N:5]1[S:21]([C:18]1[CH:19]=[CH:20][C:15]([CH3:25])=[CH:16][CH:17]=1)(=[O:23])=[O:22])[C:2]#[CH:3]. The catalyst class is: 17.